Task: Predict the product of the given reaction.. Dataset: Forward reaction prediction with 1.9M reactions from USPTO patents (1976-2016) Given the reactants [Cl:1][C:2]1[CH:3]=[C:4]([N:9]2[CH2:16][CH:15]3[N:17](C)[CH:11]([CH2:12][CH2:13][CH2:14]3)[CH2:10]2)[CH:5]=[CH:6][C:7]=1[Cl:8].ClC(Cl)(Cl)COC(Cl)=O.[OH-].[Na+].N.Cl, predict the reaction product. The product is: [ClH:1].[Cl:1][C:2]1[CH:3]=[C:4]([N:9]2[CH2:16][CH:15]3[NH:17][CH:11]([CH2:12][CH2:13][CH2:14]3)[CH2:10]2)[CH:5]=[CH:6][C:7]=1[Cl:8].